From a dataset of Catalyst prediction with 721,799 reactions and 888 catalyst types from USPTO. Predict which catalyst facilitates the given reaction. Reactant: C([O:8][C:9](=[O:21])[C:10]1[C:15]([CH3:16])=[CH:14][CH:13]=[C:12]([N+:17]([O-])=O)[C:11]=1[CH3:20])C1C=CC=CC=1. Product: [NH2:17][C:12]1[C:11]([CH3:20])=[C:10]([C:15]([CH3:16])=[CH:14][CH:13]=1)[C:9]([OH:21])=[O:8]. The catalyst class is: 350.